From a dataset of Forward reaction prediction with 1.9M reactions from USPTO patents (1976-2016). Predict the product of the given reaction. (1) Given the reactants [OH:1][C:2]1[CH:7]=[CH:6][CH:5]=[C:4]([OH:8])[C:3]=1[C:9](=[O:11])[CH3:10].C(=O)([O-])[O-].[K+].[K+].[CH2:18](Br)[C:19]1[CH:24]=[CH:23][CH:22]=[CH:21][CH:20]=1.O, predict the reaction product. The product is: [CH2:18]([O:1][C:2]1[CH:7]=[CH:6][CH:5]=[C:4]([OH:8])[C:3]=1[C:9](=[O:11])[CH3:10])[C:19]1[CH:24]=[CH:23][CH:22]=[CH:21][CH:20]=1. (2) Given the reactants C([O:5][C:6](=[O:38])[CH2:7][O:8][C:9]1[C:14]2[CH2:15][CH2:16][CH2:17][CH2:18][CH:19]([NH:20][S:21]([C:24]3[CH:29]=[C:28]([C:30]([F:33])([F:32])[F:31])[CH:27]=[C:26]([S:34]([CH3:37])(=[O:36])=[O:35])[CH:25]=3)(=[O:23])=[O:22])[C:13]=2[CH:12]=[CH:11][CH:10]=1)(C)(C)C.[OH-].[Na+], predict the reaction product. The product is: [CH3:37][S:34]([C:26]1[CH:25]=[C:24]([S:21]([NH:20][CH:19]2[C:13]3[CH:12]=[CH:11][CH:10]=[C:9]([O:8][CH2:7][C:6]([OH:38])=[O:5])[C:14]=3[CH2:15][CH2:16][CH2:17][CH2:18]2)(=[O:22])=[O:23])[CH:29]=[C:28]([C:30]([F:32])([F:31])[F:33])[CH:27]=1)(=[O:36])=[O:35].